From a dataset of Full USPTO retrosynthesis dataset with 1.9M reactions from patents (1976-2016). Predict the reactants needed to synthesize the given product. (1) Given the product [CH:20]1([N:23]2[CH2:28][CH2:27][N:26]([C:2]3[O:3][C:4]4[CH:10]=[CH:9][C:8]([C:11]#[N:12])=[CH:7][C:5]=4[N:6]=3)[CH2:25][CH2:24]2)[CH2:22][CH2:21]1, predict the reactants needed to synthesize it. The reactants are: Cl[C:2]1[O:3][C:4]2[CH:10]=[CH:9][C:8]([C:11]#[N:12])=[CH:7][C:5]=2[N:6]=1.CCN(CC)CC.[CH:20]1([N:23]2[CH2:28][CH2:27][NH:26][CH2:25][CH2:24]2)[CH2:22][CH2:21]1. (2) Given the product [OH:11][C:6]1[CH:5]=[C:4]([CH:9]=[C:8]([O:10][C:22]([C:23]2[CH:28]=[CH:27][CH:26]=[CH:25][CH:24]=2)=[O:29])[CH:7]=1)[C:3]([O:2][CH3:1])=[O:12], predict the reactants needed to synthesize it. The reactants are: [CH3:1][O:2][C:3](=[O:12])[C:4]1[CH:9]=[C:8]([OH:10])[CH:7]=[C:6]([OH:11])[CH:5]=1.O.OP([O-])(O)=O.[Na+].[OH-].[Na+].[C:22](Cl)(=[O:29])[C:23]1[CH:28]=[CH:27][CH:26]=[CH:25][CH:24]=1. (3) Given the product [CH3:1][O:2][C:3]([C:5]1[C:9]2[CH:10]=[CH:11][C:12]([C:25]3[CH:48]=[CH:47][C:28]([O:29][CH2:30][C:31]4[N:35]([C:36]5[C:41]([Cl:42])=[CH:40][CH:39]=[CH:38][C:37]=5[Cl:43])[N:34]=[CH:33][C:32]=4[CH:44]([CH3:45])[CH3:46])=[CH:27][C:26]=3[CH3:49])=[CH:13][C:8]=2[O:7][C:6]=1[CH3:23])=[O:4], predict the reactants needed to synthesize it. The reactants are: [CH3:1][O:2][C:3]([C:5]1[C:9]2[CH:10]=[CH:11][C:12](B3OC(C)(C)C(C)(C)O3)=[CH:13][C:8]=2[O:7][C:6]=1[CH3:23])=[O:4].Br[C:25]1[CH:48]=[CH:47][C:28]([O:29][CH2:30][C:31]2[N:35]([C:36]3[C:41]([Cl:42])=[CH:40][CH:39]=[CH:38][C:37]=3[Cl:43])[N:34]=[CH:33][C:32]=2[CH:44]([CH3:46])[CH3:45])=[CH:27][C:26]=1[CH3:49].N#N.C1(P(C2CCCCC2)C2(OC)CC=CC(OC)=C2C2C=CC=CC=2)CCCCC1.P([O-])([O-])([O-])=O.[K+].[K+].[K+]. (4) The reactants are: [C:1]([O:5][C:6]([N:8]1[CH2:12][C@H:11]([CH2:13][N:14]([C:18]([C:20]2[CH:28]=[C:27]3[C:23]([CH:24]=[CH:25][NH:26]3)=[CH:22][CH:21]=2)=[O:19])[CH:15]([CH3:17])[CH3:16])[C@@H:10]([CH2:29][C:30]2[CH:35]=[CH:34][CH:33]=[CH:32][CH:31]=2)[CH2:9]1)=[O:7])([CH3:4])([CH3:3])[CH3:2].[H-].[Na+].Cl[CH2:39][CH2:40][CH2:41][O:42][CH3:43]. Given the product [C:1]([O:5][C:6]([N:8]1[CH2:12][C@H:11]([CH2:13][N:14]([CH:15]([CH3:17])[CH3:16])[C:18]([C:20]2[CH:28]=[C:27]3[C:23]([CH:24]=[CH:25][N:26]3[CH2:39][CH2:40][CH2:41][O:42][CH3:43])=[CH:22][CH:21]=2)=[O:19])[C@@H:10]([CH2:29][C:30]2[CH:35]=[CH:34][CH:33]=[CH:32][CH:31]=2)[CH2:9]1)=[O:7])([CH3:3])([CH3:4])[CH3:2], predict the reactants needed to synthesize it. (5) Given the product [C:51]([C:47]1[CH:46]=[C:45]([C:44]2[O:43][C:42]([C:53]([N:25]3[CH2:23][CH2:11][O:30][CH2:28][CH2:29]3)=[O:54])=[CH:41][C:40]=2[C:35]2[CH:34]=[C:33]([C:31]#[N:32])[CH:38]=[C:37]([F:39])[CH:36]=2)[CH:50]=[CH:49][CH:48]=1)#[N:52], predict the reactants needed to synthesize it. The reactants are: ClC1C=C(C2O[C:11]([C:23]([N:25]3[CH2:29][C:28](=[O:30])NC3)=O)=CC=2C2C=C(C#N)C=C(F)C=2)C=CC=1F.[C:31]([C:33]1[CH:34]=[C:35]([C:40]2[CH:41]=[C:42]([C:53](OCC)=[O:54])[O:43][C:44]=2[C:45]2[CH:50]=[CH:49][CH:48]=[C:47]([C:51]#[N:52])[CH:46]=2)[CH:36]=[C:37]([F:39])[CH:38]=1)#[N:32]. (6) Given the product [CH2:17]([N:24]1[CH2:25][CH2:26][C:27]([NH:32][C:33]2[CH:38]=[CH:37][CH:36]=[CH:35][C:34]=2[CH3:39])([C:9]2[S:10][CH:11]=[C:7]([CH3:6])[N:8]=2)[CH2:28][CH2:29]1)[C:18]1[CH:19]=[CH:20][CH:21]=[CH:22][CH:23]=1, predict the reactants needed to synthesize it. The reactants are: O1CCCC1.[CH3:6][C:7]1[N:8]=[CH:9][S:10][CH:11]=1.C([Li])CCC.[CH2:17]([N:24]1[CH2:29][CH2:28][C:27]([NH:32][C:33]2[CH:38]=[CH:37][CH:36]=[CH:35][C:34]=2[CH3:39])(C#N)[CH2:26][CH2:25]1)[C:18]1[CH:23]=[CH:22][CH:21]=[CH:20][CH:19]=1. (7) Given the product [C:17]([CH:14]1[CH2:15][CH2:16][C:11]([F:19])([F:10])[CH2:12][CH2:13]1)#[CH:1], predict the reactants needed to synthesize it. The reactants are: [C:1](C12CC1CCCC2)#C.[F:10][C:11]1([F:19])[CH2:16][CH2:15][CH:14]([CH:17]=O)[CH2:13][CH2:12]1. (8) Given the product [C:14]([N:17]1[C:26]2[C:21](=[CH:22][C:23]([C:27]3[S:28][C:29]([CH2:7][N:1]4[CH2:2][CH2:3][NH:4][CH2:5][CH2:6]4)=[CH:30][N:31]=3)=[CH:24][CH:25]=2)[C@H:20]([NH:34][C:35](=[O:40])[O:36][CH:37]([CH3:38])[CH3:39])[CH2:19][C@@H:18]1[CH3:41])(=[O:16])[CH3:15], predict the reactants needed to synthesize it. The reactants are: [N:1]1([C:7](OC(C)(C)C)=O)[CH2:6][CH2:5][NH:4][CH2:3][CH2:2]1.[C:14]([N:17]1[C:26]2[C:21](=[CH:22][C:23]([C:27]3[S:28][C:29](C=O)=[CH:30][N:31]=3)=[CH:24][CH:25]=2)[C@H:20]([NH:34][C:35](=[O:40])[O:36][CH:37]([CH3:39])[CH3:38])[CH2:19][C@@H:18]1[CH3:41])(=[O:16])[CH3:15].C(O[BH-](OC(=O)C)OC(=O)C)(=O)C.[Na+].C([O-])(O)=O.[Na+].C(O)(C(F)(F)F)=O.